Dataset: Forward reaction prediction with 1.9M reactions from USPTO patents (1976-2016). Task: Predict the product of the given reaction. Given the reactants [O:1]1[CH2:6][CH2:5][CH2:4][CH2:3][C:2]1=O.O1CCCC(=O)C1.[CH2:15]([C@H:17]1[CH2:22][O:21][CH2:20][CH2:19][NH:18]1)[CH3:16].N1CCOCC1.CC1(C)C(C)(C)OB([C:37]2[CH:38]=[N:39][C:40]([NH2:43])=[N:41][CH:42]=2)O1.[CH2:45]([NH:47][C:48]([NH:50]C1C=CC(B2OC(C)(C)C(C)(C)O2)=CC=1)=O)C, predict the reaction product. The product is: [CH2:15]([C@@H:17]1[N:18]([C:45]2[C:3]3[CH2:4][CH2:5][CH2:6][O:1][C:2]=3[N:50]=[C:48]([C:37]3[CH:38]=[N:39][C:40]([NH2:43])=[N:41][CH:42]=3)[N:47]=2)[CH2:19][CH2:20][O:21][CH2:22]1)[CH3:16].